Task: Predict the reaction yield, written as a fraction of the theoretical maximum amount of product (1.0 means a 100% yield; for example, 0.34 means a 34% yield).. Dataset: Reaction yield outcomes from USPTO patents with 853,638 reactions The catalyst is C(Cl)Cl.CO. The yield is 0.970. The product is [OH:23][C@@H:21]1[CH2:22][N:15]([C:13]([O:12][C:8]([CH3:11])([CH3:9])[CH3:10])=[O:14])[C@@H:16]([C:17]([O:19][CH3:1])=[O:18])[CH2:20]1. The reactants are [CH3:1][Si](C=[N+]=[N-])(C)C.[C:8]([O:12][C:13]([N:15]1[CH2:22][C@@H:21]([OH:23])[CH2:20][C@@H:16]1[C:17]([OH:19])=[O:18])=[O:14])([CH3:11])([CH3:10])[CH3:9].